Dataset: Catalyst prediction with 721,799 reactions and 888 catalyst types from USPTO. Task: Predict which catalyst facilitates the given reaction. (1) Reactant: FC(F)(F)C(O)=O.[CH2:8]([O:15][CH:16]1[CH:20]([OH:21])[CH2:19][NH:18][CH2:17]1)[C:9]1[CH:14]=[CH:13][CH:12]=[CH:11][CH:10]=1.CN1CCOCC1.Cl.CN(C)CCCN=C=NCC.ON1C2N=CC=CC=2N=N1.[C:51]([NH:61][C@H:62]([C:67](O)=[O:68])[CH2:63][CH:64]([CH3:66])[CH3:65])([O:53][CH2:54][C:55]1[CH:60]=[CH:59][CH:58]=[CH:57][CH:56]=1)=[O:52]. Product: [CH2:8]([O:15][CH:16]1[CH:20]([OH:21])[CH2:19][N:18]([C:67](=[O:68])[C@H:62]([CH2:63][CH:64]([CH3:65])[CH3:66])[NH:61][C:51]([O:53][CH2:54][C:55]2[CH:60]=[CH:59][CH:58]=[CH:57][CH:56]=2)=[O:52])[CH2:17]1)[C:9]1[CH:10]=[CH:11][CH:12]=[CH:13][CH:14]=1. The catalyst class is: 4. (2) Reactant: [N+:1]([C:4]1[CH:5]=[C:6]([CH:10]=[CH:11][C:12]=1[B:13]1[O:17][C:16]([CH3:19])([CH3:18])[C:15]([CH3:21])([CH3:20])[O:14]1)[C:7](O)=[O:8])([O-:3])=[O:2].C(Cl)(=O)C([Cl:25])=O.CO. Product: [N+:1]([C:4]1[CH:5]=[C:6]([CH:10]=[CH:11][C:12]=1[B:13]1[O:17][C:16]([CH3:19])([CH3:18])[C:15]([CH3:21])([CH3:20])[O:14]1)[C:7]([Cl:25])=[O:8])([O-:3])=[O:2]. The catalyst class is: 794. (3) Reactant: [CH2:1]([O:3][C:4]([C:6]1[N:7]([CH3:15])[N:8]=[C:9]([C:11]([CH3:14])([CH3:13])[CH3:12])[CH:10]=1)=[O:5])[CH3:2].C([O-])([O-])=O.[K+].[K+].[Br:22]Br. Product: [CH2:1]([O:3][C:4]([C:6]1[N:7]([CH3:15])[N:8]=[C:9]([C:11]([CH3:14])([CH3:13])[CH3:12])[C:10]=1[Br:22])=[O:5])[CH3:2]. The catalyst class is: 2. (4) Reactant: [F:1][C:2]([F:34])([F:33])[C:3]1[CH:4]=[C:5]([CH2:13][C:14]([N:16]2[CH2:21][CH2:20][O:19][C@:18]([CH2:30][CH2:31][OH:32])([C:22]3[CH:27]=[CH:26][C:25]([Cl:28])=[C:24]([Cl:29])[CH:23]=3)[CH2:17]2)=[O:15])[CH:6]=[C:7]([C:9]([F:12])([F:11])[F:10])[CH:8]=1.CN(C1C=CC=CN=1)C.C(N(CC)CC)C.[CH3:51][C:52]1[CH:57]=[CH:56][C:55]([S:58](Cl)(=[O:60])=[O:59])=[CH:54][CH:53]=1.Cl. Product: [CH3:51][C:52]1[CH:57]=[CH:56][C:55]([S:58]([O:32][CH2:31][CH2:30][C@:18]2([C:22]3[CH:27]=[CH:26][C:25]([Cl:28])=[C:24]([Cl:29])[CH:23]=3)[O:19][CH2:20][CH2:21][N:16]([C:14](=[O:15])[CH2:13][C:5]3[CH:6]=[C:7]([C:9]([F:10])([F:11])[F:12])[CH:8]=[C:3]([C:2]([F:1])([F:33])[F:34])[CH:4]=3)[CH2:17]2)(=[O:60])=[O:59])=[CH:54][CH:53]=1. The catalyst class is: 34. (5) Reactant: [Cl:1][C:2]1[CH:36]=[CH:35][CH:34]=[C:33]([C:37]([F:40])([F:39])[F:38])[C:3]=1[C:4]([N:6]1[C:14]2[C:9](=[CH:10][CH:11]=[C:12]([C:15](=O)/[N:16]=[CH:17]/[N:18](C)C)[CH:13]=2)[C:8]([C:22]2[CH:31]=[CH:30][C:25]([C:26]([O:28][CH3:29])=[O:27])=[CH:24][C:23]=2[F:32])=[N:7]1)=[O:5].[NH2:41]N.C([O-])(O)=O.[Na+]. Product: [Cl:1][C:2]1[CH:36]=[CH:35][CH:34]=[C:33]([C:37]([F:40])([F:38])[F:39])[C:3]=1[C:4]([N:6]1[C:14]2[C:9](=[CH:10][CH:11]=[C:12]([C:15]3[NH:16][CH:17]=[N:18][N:41]=3)[CH:13]=2)[C:8]([C:22]2[CH:31]=[CH:30][C:25]([C:26]([O:28][CH3:29])=[O:27])=[CH:24][C:23]=2[F:32])=[N:7]1)=[O:5]. The catalyst class is: 313. (6) Reactant: Cl.[CH3:2][NH:3][CH3:4].[Cl-].C[Al+]C.C(O[C:12]([C:14]1[C:18]([N+:19]([O-:21])=[O:20])=[CH:17][N:16]([CH2:22][CH2:23][O:24][CH3:25])[N:15]=1)=[O:13])C.O. Product: [CH3:2][N:3]([CH3:4])[C:12]([C:14]1[C:18]([N+:19]([O-:21])=[O:20])=[CH:17][N:16]([CH2:22][CH2:23][O:24][CH3:25])[N:15]=1)=[O:13]. The catalyst class is: 11. (7) Reactant: [CH3:1][C:2]([CH2:4][OH:5])=[O:3].[C:6]([C:10]([C:13](F)=[O:14])([F:12])[F:11])([F:9])([F:8])[F:7]. Product: [CH3:1][C:2]([CH2:4][O:5][C:13]([C:10]([C:6]([F:9])([F:8])[F:7])([F:12])[F:11])=[O:14])=[O:3]. The catalyst class is: 66.